From a dataset of Full USPTO retrosynthesis dataset with 1.9M reactions from patents (1976-2016). Predict the reactants needed to synthesize the given product. The reactants are: [OH:1][CH:2]([C:4]1[N:8]([CH:9]2[C:18]3[C:13](=[CH:14][CH:15]=[CH:16][CH:17]=3)[C:12](=[O:19])[O:11][C:10]2([CH3:21])[CH3:20])[CH:7]=[N:6][CH:5]=1)[CH3:3]. Given the product [C:2]([C:4]1[N:8]([CH:9]2[C:18]3[C:13](=[CH:14][CH:15]=[CH:16][CH:17]=3)[C:12](=[O:19])[O:11][C:10]2([CH3:21])[CH3:20])[CH:7]=[N:6][CH:5]=1)(=[O:1])[CH3:3], predict the reactants needed to synthesize it.